Dataset: Full USPTO retrosynthesis dataset with 1.9M reactions from patents (1976-2016). Task: Predict the reactants needed to synthesize the given product. Given the product [Br:1][C:2]1[CH:3]=[C:4]([F:9])[C:5]([O:8][CH2:11][CH2:12][N:13]2[CH:17]=[CH:16][CH:15]=[N:14]2)=[N:6][CH:7]=1, predict the reactants needed to synthesize it. The reactants are: [Br:1][C:2]1[CH:3]=[C:4]([F:9])[C:5]([OH:8])=[N:6][CH:7]=1.Cl[CH2:11][CH2:12][N:13]1[CH:17]=[CH:16][CH:15]=[N:14]1.C([O-])([O-])=O.[K+].[K+].